Dataset: Catalyst prediction with 721,799 reactions and 888 catalyst types from USPTO. Task: Predict which catalyst facilitates the given reaction. (1) Reactant: [N+:1]([C:4]1[CH:10]=[CH:9][C:7]([NH2:8])=[CH:6][CH:5]=1)([O-:3])=[O:2].N([O-])=O.[Na+].[N-:15]=[N+:16]=[N-].[Na+].C([O-])(=O)C.[Na+]. Product: [N:8]([C:7]1[CH:9]=[CH:10][C:4]([N+:1]([O-:3])=[O:2])=[CH:5][CH:6]=1)=[N+:15]=[N-:16]. The catalyst class is: 126. (2) Reactant: [C:1]([O:5][C:6]([N:8]([C:13]1[CH:14]=[C:15]2[C:19](=[CH:20][CH:21]=1)[N:18]([CH2:22][C:23]([O:25]C)=[O:24])[CH:17]=[CH:16]2)[S:9]([CH3:12])(=[O:11])=[O:10])=[O:7])([CH3:4])([CH3:3])[CH3:2].C1COCC1.[OH-].[Li+]. Product: [C:1]([O:5][C:6]([N:8]([C:13]1[CH:14]=[C:15]2[C:19](=[CH:20][CH:21]=1)[N:18]([CH2:22][C:23]([OH:25])=[O:24])[CH:17]=[CH:16]2)[S:9]([CH3:12])(=[O:11])=[O:10])=[O:7])([CH3:4])([CH3:2])[CH3:3]. The catalyst class is: 6. (3) Product: [F:28][C:22]1[CH:23]=[CH:24][C:25]([F:27])=[CH:26][C:21]=1[C@H:17]1[CH2:18][CH2:19][CH2:20][N:16]1[C:13]1[CH:14]=[CH:15][N:10]2[N:9]=[CH:8][C:7](/[CH:6]=[CH:5]/[C:4]([OH:29])=[O:3])=[C:11]2[N:12]=1. Reactant: C([O:3][C:4](=[O:29])/[CH:5]=[CH:6]/[C:7]1[CH:8]=[N:9][N:10]2[CH:15]=[CH:14][C:13]([N:16]3[CH2:20][CH2:19][CH2:18][C@@H:17]3[C:21]3[CH:26]=[C:25]([F:27])[CH:24]=[CH:23][C:22]=3[F:28])=[N:12][C:11]=12)C.O.[OH-].[Li+]. The catalyst class is: 88. (4) Reactant: Br[C:2]1[S:3][C:4]([S:8]([NH:11][C:12]2[N:17]=[C:16]([NH:18][C:19](=[O:25])[O:20][C:21]([CH3:24])([CH3:23])[CH3:22])[CH:15]=[C:14]([CH3:26])[CH:13]=2)(=[O:10])=[O:9])=[C:5]([CH3:7])[N:6]=1.[C:27]([C:29]1[CH:34]=[CH:33][C:32](B(O)O)=[CH:31][CH:30]=1)#[N:28].C(=O)([O-])[O-].[Cs+].[Cs+]. Product: [C:27]([C:29]1[CH:34]=[CH:33][C:32]([C:2]2[S:3][C:4]([S:8]([NH:11][C:12]3[N:17]=[C:16]([NH:18][C:19](=[O:25])[O:20][C:21]([CH3:24])([CH3:23])[CH3:22])[CH:15]=[C:14]([CH3:26])[CH:13]=3)(=[O:10])=[O:9])=[C:5]([CH3:7])[N:6]=2)=[CH:31][CH:30]=1)#[N:28]. The catalyst class is: 762. (5) Reactant: [OH-].[Na+].[NH2:3][CH2:4][CH2:5][P:6](=[O:9])([OH:8])[OH:7].Cl[C:11]([O:13][CH2:14][C:15]1[CH:20]=[CH:19][CH:18]=[CH:17][CH:16]=1)=[O:12]. Product: [CH2:14]([O:13][C:11]([NH:3][CH2:4][CH2:5][P:6](=[O:8])([OH:7])[OH:9])=[O:12])[C:15]1[CH:20]=[CH:19][CH:18]=[CH:17][CH:16]=1. The catalyst class is: 6. (6) Reactant: Cl.[N:2]1([C:8]2([C:11]([OH:13])=O)[CH2:10][CH2:9]2)[CH2:7][CH2:6][O:5][CH2:4][CH2:3]1.CN(C=O)C.C(Cl)(=O)C(Cl)=O.[NH2:25][C:26]1[CH:27]=[C:28]([CH:33]=[CH:34][C:35]=1[F:36])[C:29]([O:31][CH3:32])=[O:30].C(N(CC)CC)C. The catalyst class is: 410. Product: [F:36][C:35]1[CH:34]=[CH:33][C:28]([C:29]([O:31][CH3:32])=[O:30])=[CH:27][C:26]=1[NH:25][C:11]([C:8]1([N:2]2[CH2:3][CH2:4][O:5][CH2:6][CH2:7]2)[CH2:9][CH2:10]1)=[O:13]. (7) Reactant: [F:1][C:2]([F:10])([C:6]([F:9])([F:8])[CH3:7])[CH:3]([OH:5])O.N1C=CC=CC=1.[F:17][C:18]([F:31])([F:30])[S:19]([O:22]S(C(F)(F)F)(=O)=O)(=[O:21])=[O:20]. Product: [F:8][C:6]([F:9])([C:2]([F:10])([F:1])[CH2:3][O:5][S:19]([C:18]([F:31])([F:30])[F:17])(=[O:21])=[O:20])[CH2:7][O:22][S:19]([C:18]([F:31])([F:30])[F:17])(=[O:20])=[O:21]. The catalyst class is: 4. (8) Reactant: [N:1]1[CH:6]=[CH:5][CH:4]=[CH:3][C:2]=1[CH2:7][NH:8][C:9]([C:11]1[C:20]2[C:15](=[CH:16][CH:17]=[CH:18][CH:19]=2)[CH:14]=[CH:13][CH:12]=1)=O.O=P(Cl)(Cl)Cl.C(=O)([O-])[O-].[K+].[K+]. Product: [C:11]1([C:9]2[N:1]3[CH:6]=[CH:5][CH:4]=[CH:3][C:2]3=[CH:7][N:8]=2)[C:20]2[C:15](=[CH:16][CH:17]=[CH:18][CH:19]=2)[CH:14]=[CH:13][CH:12]=1. The catalyst class is: 11. (9) Reactant: [F:1][C:2]1[CH:7]=[C:6]([C:8]([O:10]C)=[O:9])[CH:5]=[CH:4][C:3]=1[C:12]1[CH:17]=[CH:16][C:15]([O:18][CH2:19][CH:20]2[CH2:25][CH2:24][N:23]([CH2:26][C:27]3([C:31]([F:34])([F:33])[F:32])[CH2:30][CH2:29][CH2:28]3)[CH2:22][CH2:21]2)=[C:14]([F:35])[CH:13]=1.O[Li].O. Product: [F:1][C:2]1[CH:7]=[C:6]([C:8]([OH:10])=[O:9])[CH:5]=[CH:4][C:3]=1[C:12]1[CH:17]=[CH:16][C:15]([O:18][CH2:19][CH:20]2[CH2:25][CH2:24][N:23]([CH2:26][C:27]3([C:31]([F:34])([F:32])[F:33])[CH2:28][CH2:29][CH2:30]3)[CH2:22][CH2:21]2)=[C:14]([F:35])[CH:13]=1. The catalyst class is: 20.